Dataset: Full USPTO retrosynthesis dataset with 1.9M reactions from patents (1976-2016). Task: Predict the reactants needed to synthesize the given product. (1) Given the product [CH3:51][S:52]([O:32][CH2:31][C:18]1[CH:19]=[N:20][C:21]([NH:22][C:23]2[CH:24]=[N:25][C:26]([O:29][CH3:30])=[CH:27][CH:28]=2)=[C:16]([C:11]2[N:10]=[C:9]([N:8]([CH2:7][C:6]3[CH:5]=[CH:4][C:3]([O:2][CH3:1])=[CH:43][CH:42]=3)[CH2:33][C:34]3[CH:35]=[CH:36][C:37]([O:40][CH3:41])=[CH:38][CH:39]=3)[N:14]=[C:13]([CH3:15])[N:12]=2)[CH:17]=1)(=[O:54])=[O:53], predict the reactants needed to synthesize it. The reactants are: [CH3:1][O:2][C:3]1[CH:43]=[CH:42][C:6]([CH2:7][N:8]([CH2:33][C:34]2[CH:39]=[CH:38][C:37]([O:40][CH3:41])=[CH:36][CH:35]=2)[C:9]2[N:14]=[C:13]([CH3:15])[N:12]=[C:11]([C:16]3[CH:17]=[C:18]([CH2:31][OH:32])[CH:19]=[N:20][C:21]=3[NH:22][C:23]3[CH:24]=[N:25][C:26]([O:29][CH3:30])=[CH:27][CH:28]=3)[N:10]=2)=[CH:5][CH:4]=1.C(N(CC)CC)C.[CH3:51][S:52](Cl)(=[O:54])=[O:53].O. (2) Given the product [CH3:20][O:21][C:22]([C:23]1[CH:24]=[C:25]([OH:27])[C:34]2[C:29](=[C:30]([O:37][CH3:38])[CH:31]=[C:32]([CH:35]=[O:36])[CH:33]=2)[N:28]=1)=[O:39], predict the reactants needed to synthesize it. The reactants are: BrC1C=CC(NC(=CC([O-])=O)C(OC)=O)=C(OC)C=1.[CH3:20][O:21][C:22](=[O:39])[C:23]([NH:28][C:29]1[CH:34]=[CH:33][C:32]([CH:35]=[O:36])=[CH:31][C:30]=1[O:37][CH3:38])=[CH:24][C:25]([O-:27])=O. (3) Given the product [C:7]([C:3]1[C:2]([C:9]2[CH2:10][CH2:11][N:12]([CH2:29][C:30]([NH:32][C:33]3[CH:38]=[CH:37][CH:36]=[C:35]([C:39]([F:40])([F:41])[F:42])[CH:34]=3)=[O:31])[CH2:13][CH:14]=2)=[N:1][CH:6]=[CH:5][CH:4]=1)#[N:8], predict the reactants needed to synthesize it. The reactants are: [N:1]1[CH:6]=[CH:5][CH:4]=[C:3]([C:7]#[N:8])[C:2]=1[C:9]1[CH2:10][CH2:11][NH:12][CH2:13][CH:14]=1.ClCC(NC1C(C)=CC=CC=1C)=O.Cl[CH2:29][C:30]([NH:32][C:33]1[CH:38]=[CH:37][CH:36]=[C:35]([C:39]([F:42])([F:41])[F:40])[CH:34]=1)=[O:31].